This data is from Full USPTO retrosynthesis dataset with 1.9M reactions from patents (1976-2016). The task is: Predict the reactants needed to synthesize the given product. (1) Given the product [Br:1][C:2]1[N:6]2[CH:7]=[CH:8][N:9]=[C:10]([NH:13][CH2:14][C:15]3[CH:16]=[CH:17][C:18]([S:21]([NH2:24])(=[O:22])=[O:23])=[CH:19][CH:20]=3)[C:5]2=[N:4][CH:3]=1, predict the reactants needed to synthesize it. The reactants are: [Br:1][C:2]1[N:6]2[CH:7]=[CH:8][N:9]=[C:10](Cl)[C:5]2=[N:4][CH:3]=1.Cl.[NH2:13][CH2:14][C:15]1[CH:20]=[CH:19][C:18]([S:21]([NH2:24])(=[O:23])=[O:22])=[CH:17][CH:16]=1.CCN(C(C)C)C(C)C. (2) Given the product [CH3:6][C:5]1[CH:4]=[CH:9][C:8]([N:10]2[C:33](=[O:35])[NH:32][C:30](=[O:31])[CH:29]=[N:14]2)=[CH:7][C:19]=1[C:18]([OH:21])=[O:20], predict the reactants needed to synthesize it. The reactants are: COC(=O)[C:4]1[CH:9]=[C:8]([NH2:10])[CH:7]=[CH:6][C:5]=1Cl.Cl.[N:14]([O-])=O.[Na+].[C:18]([O-:21])(=[O:20])[CH3:19].[Na+].C(OC(=O)NC(=O)[CH2:29][C:30]([NH:32][C:33]([O:35]CC)=O)=[O:31])C.S(=O)(=O)(O)O. (3) Given the product [NH2:41][C:27]1[N:28]([CH2:39][CH3:40])[C:29](=[O:38])[C@@H:30]2[C@@H:31]([C:34]([F:37])([F:36])[F:35])[O:32][CH2:33][C@:25]2([C:23]2[CH:24]=[C:19]([NH:18][C:16]([C:13]3[CH:12]=[N:11][C:10]([CH:9]([F:50])[F:8])=[CH:15][N:14]=3)=[O:17])[CH:20]=[CH:21][C:22]=2[F:49])[N:26]=1, predict the reactants needed to synthesize it. The reactants are: FC(F)(F)C(O)=O.[F:8][CH:9]([F:50])[C:10]1[N:11]=[CH:12][C:13]([C:16]([NH:18][C:19]2[CH:20]=[CH:21][C:22]([F:49])=[C:23]([C@:25]34[CH2:33][O:32][C@H:31]([C:34]([F:37])([F:36])[F:35])[C@H:30]3[C:29](=[O:38])[N:28]([CH2:39][CH3:40])[C:27]([NH:41]C(=O)OC(C)(C)C)=[N:26]4)[CH:24]=2)=[O:17])=[N:14][CH:15]=1. (4) Given the product [N:16]1([CH2:22][C:23]2[CH:28]=[CH:27][C:26]([NH:29]/[CH:3]=[C:4]3\[C:5](=[O:15])[NH:6][C:7](=[O:14])[C:8]4[C:13]\3=[CH:12][CH:11]=[CH:10][CH:9]=4)=[CH:25][CH:24]=2)[CH2:21][CH2:20][O:19][CH2:18][CH2:17]1, predict the reactants needed to synthesize it. The reactants are: CO/[CH:3]=[C:4]1/[C:5](=[O:15])[NH:6][C:7](=[O:14])[C:8]2[C:13]/1=[CH:12][CH:11]=[CH:10][CH:9]=2.[N:16]1([CH2:22][C:23]2[CH:28]=[CH:27][C:26]([NH2:29])=[CH:25][CH:24]=2)[CH2:21][CH2:20][O:19][CH2:18][CH2:17]1. (5) Given the product [Cl:15][C:4]1[C:5]2[C:10](=[CH:9][CH:8]=[CH:7][CH:6]=2)[N:1]=[CH:2][N:3]=1, predict the reactants needed to synthesize it. The reactants are: [N:1]1[C:10]2[C:5](=[CH:6][CH:7]=[CH:8][CH:9]=2)[C:4](=O)[NH:3][CH:2]=1.C(Cl)(=O)C([Cl:15])=O. (6) Given the product [F:1][C:2]1[CH:7]=[CH:6][C:5]([C:8]2[N:9]([C:18]3[CH:23]=[CH:22][N:21]=[C:20]([NH:51][C@H:49]([C:43]4[CH:48]=[CH:47][CH:46]=[CH:45][CH:44]=4)[CH3:50])[N:19]=3)[C:10]3[C:11]([N:17]=2)=[N:12][C:13]([NH2:16])=[CH:14][CH:15]=3)=[CH:4][CH:3]=1, predict the reactants needed to synthesize it. The reactants are: [F:1][C:2]1[CH:7]=[CH:6][C:5]([C:8]2[N:9]([C:18]3[CH:23]=[CH:22][N:21]=[C:20](SC)[N:19]=3)[C:10]3[C:11]([N:17]=2)=[N:12][C:13]([NH2:16])=[CH:14][CH:15]=3)=[CH:4][CH:3]=1.C1C=C(Cl)C=C(C(OO)=O)C=1.C([O-])([O-])=O.[Na+].[Na+].[C:43]1([C@@H:49]([NH2:51])[CH3:50])[CH:48]=[CH:47][CH:46]=[CH:45][CH:44]=1. (7) Given the product [CH2:20]([O:17][C:16]([C:13]1[C:14](=[O:15])[C:9]2[C:10]3=[C:5]([CH2:4][CH2:3][CH:2]([CH3:1])[N:11]3[CH:12]=1)[CH:6]=[C:7]([F:19])[CH:8]=2)=[O:18])[CH3:21], predict the reactants needed to synthesize it. The reactants are: [CH3:1][CH:2]1[N:11]2[CH:12]=[C:13]([C:16]([OH:18])=[O:17])[C:14](=[O:15])[C:9]3[C:10]2=[C:5]([CH:6]=[C:7]([F:19])[CH:8]=3)[CH2:4][CH2:3]1.[CH2:20](I)[CH3:21].C(=O)([O-])[O-].[K+].[K+]. (8) Given the product [CH3:1][C:2]1[C:6]([C:7]([N:24]2[CH2:25][CH2:26][CH:22]([C:16]3[CH:21]=[CH:20][CH:19]=[CH:18][CH:17]=3)[CH2:23]2)=[O:9])=[C:5]([C:10]2[CH:15]=[CH:14][CH:13]=[CH:12][CH:11]=2)[O:4][N:3]=1, predict the reactants needed to synthesize it. The reactants are: [CH3:1][C:2]1[C:6]([C:7]([OH:9])=O)=[C:5]([C:10]2[CH:15]=[CH:14][CH:13]=[CH:12][CH:11]=2)[O:4][N:3]=1.[C:16]1([CH:22]2[CH2:26][CH2:25][NH:24][CH2:23]2)[CH:21]=[CH:20][CH:19]=[CH:18][CH:17]=1.F[B-](F)(F)F.N1(OC(N(C)C)=[N+](C)C)C2C=CC=CC=2N=N1.C(N(C(C)C)CC)(C)C. (9) Given the product [Cl:1][C:2]1[N:7]=[CH:6][C:5]([C:8]2[S:9][CH:10]=[C:11]([C:13]([N:20]3[CH2:25][CH2:24][CH2:23][CH:22]([OH:26])[CH2:21]3)=[O:15])[N:12]=2)=[C:4]([NH:16][CH:17]([CH3:19])[CH3:18])[CH:3]=1, predict the reactants needed to synthesize it. The reactants are: [Cl:1][C:2]1[N:7]=[CH:6][C:5]([C:8]2[S:9][CH:10]=[C:11]([C:13]([OH:15])=O)[N:12]=2)=[C:4]([NH:16][CH:17]([CH3:19])[CH3:18])[CH:3]=1.[NH:20]1[CH2:25][CH2:24][CH2:23][CH:22]([OH:26])[CH2:21]1.CCN(C(C)C)C(C)C.CN(C(ON1N=NC2C=CC=NC1=2)=[N+](C)C)C.F[P-](F)(F)(F)(F)F.